From a dataset of Catalyst prediction with 721,799 reactions and 888 catalyst types from USPTO. Predict which catalyst facilitates the given reaction. (1) Reactant: [NH2:1][C:2]1[CH:6]=[CH:5][NH:4][N:3]=1.[C:7]1(=O)[O:12][C:10](=[O:11])[C:9]2=[CH:13][CH:14]=[CH:15][CH:16]=[C:8]12.O. Product: [NH:4]1[CH:5]=[CH:6][C:2]([N:1]2[C:10](=[O:11])[C:9]3[C:8](=[CH:16][CH:15]=[CH:14][CH:13]=3)[C:7]2=[O:12])=[N:3]1. The catalyst class is: 9. (2) The catalyst class is: 1. Product: [F:1][C:2]1[CH:3]=[C:4]([C@@:9]2([CH3:28])[N:14]([CH2:32][C:33]([O:35][CH2:36][CH3:37])=[O:34])[C:13](=[O:15])[C:12]3([CH2:20][CH2:19][CH2:18][CH2:17][CH2:16]3)[N:11]([C:21]([O:23][C:24]([CH3:27])([CH3:26])[CH3:25])=[O:22])[CH2:10]2)[CH:5]=[C:6]([F:8])[CH:7]=1. Reactant: [F:1][C:2]1[CH:3]=[C:4]([C@@:9]2([CH3:28])[NH:14][C:13](=[O:15])[C:12]3([CH2:20][CH2:19][CH2:18][CH2:17][CH2:16]3)[N:11]([C:21]([O:23][C:24]([CH3:27])([CH3:26])[CH3:25])=[O:22])[CH2:10]2)[CH:5]=[C:6]([F:8])[CH:7]=1.[H-].[Na+].Br[CH2:32][C:33]([O:35][CH2:36][CH3:37])=[O:34].C([O-])(O)=O.[Na+]. (3) Reactant: [C:1](#[N:5])[CH2:2][C:3]#[N:4].CN(C)C=O.C(=O)([O-])[O-].[K+].[K+].[N:17]([C:20]1[CH:25]=[CH:24][CH:23]=[CH:22][CH:21]=1)=[C:18]=[S:19].Br[CH2:27][C:28]([C:30]1[CH:35]=[CH:34][C:33]([CH3:36])=[CH:32][CH:31]=1)=[O:29]. Product: [NH2:4][C:3]1[C:2]([C:1]#[N:5])=[C:18]([NH:17][C:20]2[CH:25]=[CH:24][CH:23]=[CH:22][CH:21]=2)[S:19][C:27]=1[C:28](=[O:29])[C:30]1[CH:35]=[CH:34][C:33]([CH3:36])=[CH:32][CH:31]=1. The catalyst class is: 13. (4) Reactant: [C:1]([O:5][C:6](=[O:25])[N:7]([CH2:9][C:10]1[CH:14]=[C:13](Br)[N:12]([S:16]([C:19]2[CH:20]=[N:21][CH:22]=[CH:23][CH:24]=2)(=[O:18])=[O:17])[CH:11]=1)[CH3:8])([CH3:4])([CH3:3])[CH3:2].[CH3:26][C:27]1[C:28](B(O)O)=[CH:29][S:30][CH:31]=1.C(=O)([O-])[O-].[Na+].[Na+]. Product: [CH3:8][N:7]([CH2:9][C:10]1[CH:14]=[C:13]([C:28]2[C:27]([CH3:26])=[CH:31][S:30][CH:29]=2)[N:12]([S:16]([C:19]2[CH:20]=[N:21][CH:22]=[CH:23][CH:24]=2)(=[O:18])=[O:17])[CH:11]=1)[C:6](=[O:25])[O:5][C:1]([CH3:4])([CH3:3])[CH3:2]. The catalyst class is: 108. (5) Reactant: C[O:2][C:3]1[CH:8]=[C:7]([CH2:9][CH2:10][C:11]2[CH:16]=[CH:15][CH:14]=[CH:13][N:12]=2)[CH:6]=[CH:5][N:4]=1. Product: [N:12]1[CH:13]=[CH:14][CH:15]=[CH:16][C:11]=1[CH2:10][CH2:9][C:7]1[CH:6]=[CH:5][NH:4][C:3](=[O:2])[CH:8]=1. The catalyst class is: 33. (6) Reactant: [NH2:1][C:2]1[C:3]2[C:10]([I:11])=[CH:9][N:8]([C@@H:12]3[O:16][C:15]([CH2:19][OH:20])([CH2:17][OH:18])[C@@H:14]([O:21][Si:22]([C:25]([CH3:28])([CH3:27])[CH3:26])([CH3:24])[CH3:23])[CH2:13]3)[C:4]=2[N:5]=[CH:6][N:7]=1. Product: [NH2:1][C:2]1[C:3]2[C:10]([I:11])=[CH:9][N:8]([C@@H:12]3[O:16][C@@:15]([CH2:19][OH:20])([CH:17]=[O:18])[C@@H:14]([O:21][Si:22]([C:25]([CH3:28])([CH3:27])[CH3:26])([CH3:23])[CH3:24])[CH2:13]3)[C:4]=2[N:5]=[CH:6][N:7]=1. The catalyst class is: 10. (7) Product: [Si:23]([O:1][C@H:2]1[CH2:6][N:5]([C:7]([O:9][C:10]([CH3:11])([CH3:12])[CH3:13])=[O:8])[C@H:4]([C:14]([O:16][CH3:17])=[O:15])[CH2:3]1)([C:26]([CH3:29])([CH3:28])[CH3:27])([CH3:25])[CH3:24]. Reactant: [OH:1][C@H:2]1[CH2:6][N:5]([C:7]([O:9][C:10]([CH3:13])([CH3:12])[CH3:11])=[O:8])[C@H:4]([C:14]([O:16][CH3:17])=[O:15])[CH2:3]1.N1C=CN=C1.[Si:23](Cl)([C:26]([CH3:29])([CH3:28])[CH3:27])([CH3:25])[CH3:24]. The catalyst class is: 9.